The task is: Predict the reactants needed to synthesize the given product.. This data is from Full USPTO retrosynthesis dataset with 1.9M reactions from patents (1976-2016). (1) Given the product [ClH:1].[ClH:1].[Cl:22][C:7]1[C:8]([NH:12][C:13](=[O:21])[CH2:14][CH:15]2[CH2:20][CH2:19][CH2:18][CH2:17][CH2:16]2)=[C:9]2[C:4](=[CH:5][CH:6]=1)[N:3]=[C:2]([N:27]1[CH2:28][CH2:29][N:24]([CH3:23])[CH2:25][CH2:26]1)[CH:11]=[CH:10]2, predict the reactants needed to synthesize it. The reactants are: [Cl:1][C:2]1[CH:11]=[CH:10][C:9]2[C:4](=[CH:5][CH:6]=[C:7]([Cl:22])[C:8]=2[NH:12][C:13](=[O:21])[CH2:14][CH:15]2[CH2:20][CH2:19][CH2:18][CH2:17][CH2:16]2)[N:3]=1.[CH3:23][N:24]1[CH2:29][CH2:28][NH:27][CH2:26][CH2:25]1. (2) Given the product [CH3:1][O:2][C:3]([C:21]1[CH:22]=[CH:23][CH:24]=[C:25]2[C:20]=1[N:19]([CH2:31][C:32]([OH:34])=[O:33])[CH:18]=[C:17]2[C:14](=[O:16])[CH3:15])=[O:4], predict the reactants needed to synthesize it. The reactants are: [CH3:1][O:2][C:3](C1C=CC=C2C=1NC=C2)=[O:4].[C:14]([C:17]1[C:25]2[C:20](=[CH:21][CH:22]=[C:23](OC(F)(F)F)[CH:24]=2)[N:19]([CH2:31][C:32]([OH:34])=[O:33])[CH:18]=1)(=[O:16])[CH3:15]. (3) Given the product [NH2:23][C:24]1[CH:29]=[C:28]([C:2]2[N:3]=[C:4]([NH:11][C:12]3[CH:17]=[CH:16][CH:15]=[CH:14][CH:13]=3)[C:5]3[N:6]([CH:8]=[CH:9][N:10]=3)[CH:7]=2)[CH:27]=[CH:26][CH:25]=1, predict the reactants needed to synthesize it. The reactants are: Br[C:2]1[N:3]=[C:4]([NH:11][C:12]2[CH:17]=[CH:16][CH:15]=[CH:14][CH:13]=2)[C:5]2[N:6]([CH:8]=[CH:9][N:10]=2)[CH:7]=1.S(O)(O)(=O)=O.[NH2:23][C:24]1[CH:25]=[C:26](B(O)O)[CH:27]=[CH:28][CH:29]=1.[NH2:23][C:24]1[CH:29]=[C:28](B(O)O)[CH:27]=[CH:26][CH:25]=1.C(=O)([O-])[O-].[Na+].[Na+].COCCOC. (4) Given the product [Cl:1][C:2]1[CH:30]=[CH:29][C:5]2[N:6]=[C:7]([NH:9][C@@H:10]3[CH2:14][CH:13]([F:37])[CH2:12][C@@H:11]3[NH:16][C:17](=[O:28])[C:18]3[C:23]([O:24][CH3:25])=[CH:22][CH:21]=[CH:20][C:19]=3[O:26][CH3:27])[S:8][C:4]=2[CH:3]=1, predict the reactants needed to synthesize it. The reactants are: [Cl:1][C:2]1[CH:30]=[CH:29][C:5]2[N:6]=[C:7]([NH:9][C@@H:10]3[CH2:14][C@H:13](O)[CH2:12][C@@H:11]3[NH:16][C:17](=[O:28])[C:18]3[C:23]([O:24][CH3:25])=[CH:22][CH:21]=[CH:20][C:19]=3[O:26][CH3:27])[S:8][C:4]=2[CH:3]=1.CCN(S(F)(F)[F:37])CC.C(=O)(O)[O-].[Na+]. (5) Given the product [Br:1][C:2]1[CH:10]=[CH:9][C:8]([Cl:11])=[CH:7][C:3]=1[C:4]([O:6][CH3:13])=[O:5], predict the reactants needed to synthesize it. The reactants are: [Br:1][C:2]1[CH:10]=[CH:9][C:8]([Cl:11])=[CH:7][C:3]=1[C:4]([OH:6])=[O:5].Cl.[CH3:13]O. (6) Given the product [Cl:6][C:1]1[C:2](=[O:3])[N:18]([CH2:19][CH:20]([CH3:22])[CH3:21])[C:15]([C:9]2[C:8]([F:7])=[CH:13][CH:12]=[CH:11][C:10]=2[F:14])=[C:16]([Cl:23])[N:17]=1, predict the reactants needed to synthesize it. The reactants are: [C:1]([Cl:6])(=O)[C:2](Cl)=[O:3].[F:7][C:8]1[CH:13]=[CH:12][CH:11]=[C:10]([F:14])[C:9]=1[CH:15]([NH:18][CH2:19][CH:20]([CH3:22])[CH3:21])[C:16]#[N:17].[Cl:23]C1C=CC=CC=1.